From a dataset of Peptide-MHC class II binding affinity with 134,281 pairs from IEDB. Regression. Given a peptide amino acid sequence and an MHC pseudo amino acid sequence, predict their binding affinity value. This is MHC class II binding data. (1) The peptide sequence is SSRLLVNEREFSKYF. The MHC is DRB1_0101 with pseudo-sequence DRB1_0101. The binding affinity (normalized) is 0.413. (2) The peptide sequence is EDPLFQLVSKLYEVV. The MHC is DRB4_0101 with pseudo-sequence DRB4_0103. The binding affinity (normalized) is 0.426.